This data is from Catalyst prediction with 721,799 reactions and 888 catalyst types from USPTO. The task is: Predict which catalyst facilitates the given reaction. (1) Reactant: [CH:1]([CH:3]1[CH2:12][CH2:11][C:6]2(OCC[O:7]2)[CH2:5][CH2:4]1)=[CH2:2].C(O)=O.C1(C)C=CC=CC=1. Product: [CH:1]([CH:3]1[CH2:12][CH2:11][C:6](=[O:7])[CH2:5][CH2:4]1)=[CH2:2]. The catalyst class is: 170. (2) Reactant: [ClH:1].[C:2]1([C@H:12]([NH:14][CH2:15][CH2:16][C:17]([C:19]2[CH:24]=[CH:23][CH:22]=[C:21]([C:25]([F:28])([F:27])[F:26])[CH:20]=2)=[O:18])[CH3:13])[C:11]2[C:6](=[CH:7][CH:8]=[CH:9][CH:10]=2)[CH:5]=[CH:4][CH:3]=1.[BH4-].[Na+].[OH-].[Na+].O. Product: [ClH:1].[C:2]1([CH:12]([NH:14][CH2:15][CH2:16][C@H:17]([C:19]2[CH:24]=[CH:23][CH:22]=[C:21]([C:25]([F:26])([F:27])[F:28])[CH:20]=2)[OH:18])[CH3:13])[C:11]2[C:6](=[CH:7][CH:8]=[CH:9][CH:10]=2)[CH:5]=[CH:4][CH:3]=1. The catalyst class is: 5. (3) Reactant: Br[C:2]1[CH:7]=[CH:6][C:5]([OH:8])=[CH:4][CH:3]=1.[CH3:9][NH:10][C:11]1[CH:16]=[CH:15][CH:14]=[CH:13][CH:12]=1.[Li+].C[Si]([N-][Si](C)(C)C)(C)C.Cl. Product: [CH3:9][N:10]([C:11]1[CH:16]=[CH:15][CH:14]=[CH:13][CH:12]=1)[C:2]1[CH:7]=[CH:6][C:5]([OH:8])=[CH:4][CH:3]=1. The catalyst class is: 101. (4) Reactant: [Cl:1][C:2]1[C:7]([CH3:8])=[CH:6][C:5]([C:9](=[O:12])[CH2:10][CH3:11])=[C:4]([OH:13])[CH:3]=1.CN(C1C=CC=CN=1)C.C(N(CC)CC)C.[F:30][C:31]([F:44])([F:43])[S:32](O[S:32]([C:31]([F:44])([F:43])[F:30])(=[O:34])=[O:33])(=[O:34])=[O:33]. Product: [F:30][C:31]([F:44])([F:43])[S:32]([O:13][C:4]1[CH:3]=[C:2]([Cl:1])[C:7]([CH3:8])=[CH:6][C:5]=1[C:9](=[O:12])[CH2:10][CH3:11])(=[O:34])=[O:33]. The catalyst class is: 781. (5) Reactant: [OH-].[Na+].[CH2:3]([O:5][C:6]1[NH:10][N:9]=[C:8]([C:11]([O-:13])=[O:12])[C:7]=1[CH3:14])[CH3:4]. The catalyst class is: 353. Product: [CH2:3]([O:5][C:6]1[NH:10][N:9]=[C:8]([C:11]([OH:13])=[O:12])[C:7]=1[CH3:14])[CH3:4]. (6) Reactant: C(OC(=O)[NH:7][C:8]1([C:12]2[CH:17]=[CH:16][C:15]([C:18]3[C:19]([C:37]4[CH:42]=[CH:41][CH:40]=[CH:39][CH:38]=4)=[CH:20][C:21]4[N:22]([C:24]([C:28]5[CH:33]=[CH:32][CH:31]=[C:30]([C:34](=[O:36])[NH2:35])[CH:29]=5)=[C:25]([CH3:27])[N:26]=4)[N:23]=3)=[CH:14][CH:13]=2)[CH2:11][CH2:10][CH2:9]1)(C)(C)C.Cl. Product: [NH2:7][C:8]1([C:12]2[CH:13]=[CH:14][C:15]([C:18]3[C:19]([C:37]4[CH:38]=[CH:39][CH:40]=[CH:41][CH:42]=4)=[CH:20][C:21]4[N:22]([C:24]([C:28]5[CH:29]=[C:30]([CH:31]=[CH:32][CH:33]=5)[C:34]([NH2:35])=[O:36])=[C:25]([CH3:27])[N:26]=4)[N:23]=3)=[CH:16][CH:17]=2)[CH2:9][CH2:10][CH2:11]1. The catalyst class is: 12. (7) Reactant: [CH3:1][CH2:2][N:3]([C:15]1[CH:20]=[CH:19][C:18](/[C:21](/[C:43]2[CH:48]=[CH:47][C:46]([NH:49][C:50]3[CH:55]=[CH:54][C:53]([O:56][CH2:57][CH3:58])=[CH:52][CH:51]=3)=[CH:45][CH:44]=2)=[C:22]2\[CH:23]=[CH:24][C:25]([CH:40]=[C:41]\2[CH3:42])=[N+:26]([CH2:29][C:30]2[CH:35]=[CH:34][CH:33]=[C:32]([S:36]([O-:39])(=[O:38])=[O:37])[CH:31]=2)[CH2:27][CH3:28])=[C:17]([CH3:59])[CH:16]=1)[CH2:4][C:5]1[CH:10]=[CH:9][CH:8]=[C:7]([S:11]([O-:14])(=[O:13])=[O:12])[CH:6]=1.[Na+].[P:61](=[O:65])([OH:64])([OH:63])[OH:62].O. Product: [CH3:1][CH2:2][N:3]([C:15]1[CH:20]=[CH:19][C:18](/[C:21](/[C:43]2[CH:44]=[CH:45][C:46]([NH:49][C:50]3[CH:55]=[CH:54][C:53]([O:56][CH2:57][CH3:58])=[CH:52][CH:51]=3)=[CH:47][CH:48]=2)=[C:22]2/[CH:23]=[CH:24][C:25]([CH:40]=[C:41]/2[CH3:42])=[N+:26]([CH2:29][C:30]2[CH:35]=[CH:34][CH:33]=[C:32]([S:36]([OH:39])(=[O:37])=[O:38])[CH:31]=2)[CH2:27][CH3:28])=[C:17]([CH3:59])[CH:16]=1)[CH2:4][C:5]1[CH:10]=[CH:9][CH:8]=[C:7]([S:11]([OH:14])(=[O:13])=[O:12])[CH:6]=1.[P:61](=[O:62])([OH:65])([OH:64])[OH:63]. The catalyst class is: 8.